Dataset: Reaction yield outcomes from USPTO patents with 853,638 reactions. Task: Predict the reaction yield, written as a fraction of the theoretical maximum amount of product (1.0 means a 100% yield; for example, 0.34 means a 34% yield). (1) The reactants are [CH2:1]1O[C:4]([N:8]2[CH2:15][CH:14]3[CH2:16][CH:10]([CH2:11][C:12](=[O:17])[CH2:13]3)[CH2:9]2)([O:5]CC)[O:3][CH2:2]1. The catalyst is OS(O)(=O)=O. The product is [O:17]=[C:12]1[CH2:11][CH:10]2[CH2:16][CH:14]([CH2:15][N:8]([C:4]([O:3][CH2:2][CH3:1])=[O:5])[CH2:9]2)[CH2:13]1. The yield is 0.881. (2) The reactants are [CH3:1][O:2][C:3](=[O:24])[C:4](=[CH:9][C:10]1[CH:15]=[CH:14][C:13]([O:16]CC2C=CC=CC=2)=[CH:12][CH:11]=1)[C:5]([O:7][CH3:8])=[O:6]. The catalyst is CO.[Pd]. The product is [CH3:8][O:7][C:5](=[O:6])[CH:4]([CH2:9][C:10]1[CH:11]=[CH:12][C:13]([OH:16])=[CH:14][CH:15]=1)[C:3]([O:2][CH3:1])=[O:24]. The yield is 0.770.